This data is from Catalyst prediction with 721,799 reactions and 888 catalyst types from USPTO. The task is: Predict which catalyst facilitates the given reaction. (1) Reactant: [C:1]1([CH:7]([C:14]2[CH:19]=[CH:18][CH:17]=[CH:16][CH:15]=2)[N:8]2[CH2:11][CH:10]([C:12]#[N:13])[CH2:9]2)[CH:6]=[CH:5][CH:4]=[CH:3][CH:2]=1.C1COCC1.[H-].[Al+3].[Li+].[H-].[H-].[H-]. Product: [C:1]1([CH:7]([C:14]2[CH:19]=[CH:18][CH:17]=[CH:16][CH:15]=2)[N:8]2[CH2:11][CH:10]([CH2:12][NH2:13])[CH2:9]2)[CH:2]=[CH:3][CH:4]=[CH:5][CH:6]=1. The catalyst class is: 8. (2) Reactant: [Cl:1][C:2]1[CH:10]=[CH:9][C:8]2[N:7]([CH2:11][C:12]([OH:14])=O)[C:6]3[CH2:15][CH2:16][N:17]([CH3:19])[CH2:18][C:5]=3[C:4]=2[CH:3]=1.CCN=C=NCCCN(C)C.Cl.[C:32]([N:39]1[CH2:44][CH2:43][NH:42][CH2:41][CH2:40]1)([O:34][C:35]([CH3:38])([CH3:37])[CH3:36])=[O:33]. Product: [Cl:1][C:2]1[CH:10]=[CH:9][C:8]2[N:7]([CH2:11][C:12]([N:42]3[CH2:41][CH2:40][N:39]([C:32]([O:34][C:35]([CH3:38])([CH3:37])[CH3:36])=[O:33])[CH2:44][CH2:43]3)=[O:14])[C:6]3[CH2:15][CH2:16][N:17]([CH3:19])[CH2:18][C:5]=3[C:4]=2[CH:3]=1. The catalyst class is: 2.